From a dataset of Reaction yield outcomes from USPTO patents with 853,638 reactions. Predict the reaction yield, written as a fraction of the theoretical maximum amount of product (1.0 means a 100% yield; for example, 0.34 means a 34% yield). The reactants are B(Br)(Br)Br.[Cl:5][C:6]1[C:7]([CH3:27])=[C:8]([C:16]([N:18]2[CH2:26][C:25]3[C:20](=[CH:21][CH:22]=[CH:23][CH:24]=3)[CH2:19]2)=[O:17])[C:9]([O:14]C)=[CH:10][C:11]=1[O:12]C.C([O-])([O-])=O.[Na+].[Na+].CCOC(C)=O. The catalyst is C(Cl)Cl. The product is [Cl:5][C:6]1[C:7]([CH3:27])=[C:8]([C:16]([N:18]2[CH2:19][C:20]3[C:25](=[CH:24][CH:23]=[CH:22][CH:21]=3)[CH2:26]2)=[O:17])[C:9]([OH:14])=[CH:10][C:11]=1[OH:12]. The yield is 0.434.